From a dataset of Forward reaction prediction with 1.9M reactions from USPTO patents (1976-2016). Predict the product of the given reaction. (1) Given the reactants [C:1]([C:3]1[C:4]([C:17]([F:20])([F:19])[F:18])=[C:5]2[C:9](=[CH:10][CH:11]=1)[N:8]([CH2:12][C:13](=[NH:16])[NH:14][OH:15])[CH:7]=[CH:6]2)#[N:2].[Cl:21][C:22]1[CH:23]=[C:24]([CH:28]=[C:29]([Cl:31])[CH:30]=1)[C:25](O)=O, predict the reaction product. The product is: [Cl:21][C:22]1[CH:23]=[C:24]([C:25]2[O:15][N:14]=[C:13]([CH2:12][N:8]3[C:9]4[C:5](=[C:4]([C:17]([F:19])([F:20])[F:18])[C:3]([C:1]#[N:2])=[CH:11][CH:10]=4)[CH:6]=[CH:7]3)[N:16]=2)[CH:28]=[C:29]([Cl:31])[CH:30]=1. (2) Given the reactants [Cl:1][C:2]1[CH:3]=[CH:4][C:5]2[N:6]([CH:8]=[C:9]([NH:11][C:12]([C:14]3[CH:19]=[CH:18][C:17]([C:20]([CH3:25])([CH3:24])[C:21](O)=[O:22])=[CH:16][CH:15]=3)=[O:13])[N:10]=2)[CH:7]=1.[CH3:26][C:27]1([CH3:34])[O:31][CH:30]([CH2:32][NH2:33])[CH2:29][O:28]1.CCN=C=NCCCN(C)C.C1C=CC2N(O)N=NC=2C=1, predict the reaction product. The product is: [Cl:1][C:2]1[CH:3]=[CH:4][C:5]2[N:6]([CH:8]=[C:9]([NH:11][C:12](=[O:13])[C:14]3[CH:15]=[CH:16][C:17]([C:20]([CH3:25])([CH3:24])[C:21]([NH:33][CH2:32][CH:30]4[CH2:29][O:28][C:27]([CH3:34])([CH3:26])[O:31]4)=[O:22])=[CH:18][CH:19]=3)[N:10]=2)[CH:7]=1. (3) Given the reactants Cl[CH2:2][CH:3]1[CH:5]([C:6]([O:8]CC)=O)[C:4]1([CH3:20])[C:11]1[CH:16]=[CH:15][CH:14]=[C:13]([N+:17]([O-:19])=[O:18])[CH:12]=1.[CH2:21]([NH2:28])[C:22]1[CH:27]=[CH:26][CH:25]=[CH:24][CH:23]=1.Cl, predict the reaction product. The product is: [CH2:21]([N:28]1[CH2:2][CH:3]2[CH:5]([C:4]2([CH3:20])[C:11]2[CH:16]=[CH:15][CH:14]=[C:13]([N+:17]([O-:19])=[O:18])[CH:12]=2)[C:6]1=[O:8])[C:22]1[CH:27]=[CH:26][CH:25]=[CH:24][CH:23]=1.